Task: Regression. Given two drug SMILES strings and cell line genomic features, predict the synergy score measuring deviation from expected non-interaction effect.. Dataset: NCI-60 drug combinations with 297,098 pairs across 59 cell lines (1) Drug 1: CC1CCC2CC(C(=CC=CC=CC(CC(C(=O)C(C(C(=CC(C(=O)CC(OC(=O)C3CCCCN3C(=O)C(=O)C1(O2)O)C(C)CC4CCC(C(C4)OC)OCCO)C)C)O)OC)C)C)C)OC. Drug 2: C1CC(=O)NC(=O)C1N2C(=O)C3=CC=CC=C3C2=O. Cell line: SN12C. Synergy scores: CSS=17.7, Synergy_ZIP=-0.912, Synergy_Bliss=1.78, Synergy_Loewe=-20.2, Synergy_HSA=0.743. (2) Drug 1: COC1=CC(=CC(=C1O)OC)C2C3C(COC3=O)C(C4=CC5=C(C=C24)OCO5)OC6C(C(C7C(O6)COC(O7)C8=CC=CS8)O)O. Drug 2: C1CNP(=O)(OC1)N(CCCl)CCCl. Cell line: BT-549. Synergy scores: CSS=43.0, Synergy_ZIP=9.21, Synergy_Bliss=9.14, Synergy_Loewe=-25.5, Synergy_HSA=9.17. (3) Drug 1: C1CCC(C1)C(CC#N)N2C=C(C=N2)C3=C4C=CNC4=NC=N3. Drug 2: CC1=C(C(=CC=C1)Cl)NC(=O)C2=CN=C(S2)NC3=CC(=NC(=N3)C)N4CCN(CC4)CCO. Cell line: SK-MEL-5. Synergy scores: CSS=-19.0, Synergy_ZIP=9.48, Synergy_Bliss=-5.64, Synergy_Loewe=-21.6, Synergy_HSA=-24.0. (4) Drug 1: C1CC(C1)(C(=O)O)C(=O)O.[NH2-].[NH2-].[Pt+2]. Drug 2: CC1=C(C=C(C=C1)NC(=O)C2=CC=C(C=C2)CN3CCN(CC3)C)NC4=NC=CC(=N4)C5=CN=CC=C5. Cell line: IGROV1. Synergy scores: CSS=5.39, Synergy_ZIP=-2.44, Synergy_Bliss=-1.40, Synergy_Loewe=-2.58, Synergy_HSA=-1.42. (5) Drug 1: CC1=CC=C(C=C1)C2=CC(=NN2C3=CC=C(C=C3)S(=O)(=O)N)C(F)(F)F. Drug 2: CC1C(C(CC(O1)OC2CC(CC3=C2C(=C4C(=C3O)C(=O)C5=CC=CC=C5C4=O)O)(C(=O)C)O)N)O. Cell line: RXF 393. Synergy scores: CSS=54.3, Synergy_ZIP=-6.21, Synergy_Bliss=-4.87, Synergy_Loewe=-2.14, Synergy_HSA=-0.802. (6) Drug 2: CCC1(C2=C(COC1=O)C(=O)N3CC4=CC5=C(C=CC(=C5CN(C)C)O)N=C4C3=C2)O.Cl. Cell line: SF-539. Synergy scores: CSS=66.8, Synergy_ZIP=-3.37, Synergy_Bliss=-4.35, Synergy_Loewe=-6.06, Synergy_HSA=-1.13. Drug 1: C1CN1C2=NC(=NC(=N2)N3CC3)N4CC4. (7) Drug 1: C1=CC(=CC=C1CCC2=CNC3=C2C(=O)NC(=N3)N)C(=O)NC(CCC(=O)O)C(=O)O. Drug 2: CC(CN1CC(=O)NC(=O)C1)N2CC(=O)NC(=O)C2. Cell line: LOX IMVI. Synergy scores: CSS=59.1, Synergy_ZIP=7.10, Synergy_Bliss=6.11, Synergy_Loewe=6.16, Synergy_HSA=9.22. (8) Drug 1: C1=CN(C(=O)N=C1N)C2C(C(C(O2)CO)O)O.Cl. Drug 2: CC1CCCC2(C(O2)CC(NC(=O)CC(C(C(=O)C(C1O)C)(C)C)O)C(=CC3=CSC(=N3)C)C)C. Cell line: SK-MEL-28. Synergy scores: CSS=30.6, Synergy_ZIP=-11.0, Synergy_Bliss=-9.28, Synergy_Loewe=-8.63, Synergy_HSA=-3.48. (9) Drug 1: CCCCC(=O)OCC(=O)C1(CC(C2=C(C1)C(=C3C(=C2O)C(=O)C4=C(C3=O)C=CC=C4OC)O)OC5CC(C(C(O5)C)O)NC(=O)C(F)(F)F)O. Drug 2: N.N.Cl[Pt+2]Cl. Cell line: 786-0. Synergy scores: CSS=46.2, Synergy_ZIP=-1.10, Synergy_Bliss=0.195, Synergy_Loewe=-7.09, Synergy_HSA=2.88.